This data is from NCI-60 drug combinations with 297,098 pairs across 59 cell lines. The task is: Regression. Given two drug SMILES strings and cell line genomic features, predict the synergy score measuring deviation from expected non-interaction effect. (1) Drug 1: COC1=CC(=CC(=C1O)OC)C2C3C(COC3=O)C(C4=CC5=C(C=C24)OCO5)OC6C(C(C7C(O6)COC(O7)C8=CC=CS8)O)O. Drug 2: CC(C)NC(=O)C1=CC=C(C=C1)CNNC.Cl. Cell line: HCC-2998. Synergy scores: CSS=34.0, Synergy_ZIP=8.46, Synergy_Bliss=8.64, Synergy_Loewe=-37.1, Synergy_HSA=7.57. (2) Drug 1: CC1=C2C(C(=O)C3(C(CC4C(C3C(C(C2(C)C)(CC1OC(=O)C(C(C5=CC=CC=C5)NC(=O)C6=CC=CC=C6)O)O)OC(=O)C7=CC=CC=C7)(CO4)OC(=O)C)O)C)OC(=O)C. Drug 2: C1CN(CCN1C(=O)CCBr)C(=O)CCBr. Cell line: SR. Synergy scores: CSS=59.8, Synergy_ZIP=-6.68, Synergy_Bliss=-9.47, Synergy_Loewe=-10.0, Synergy_HSA=-6.53. (3) Synergy scores: CSS=23.6, Synergy_ZIP=-4.67, Synergy_Bliss=-7.80, Synergy_Loewe=-38.3, Synergy_HSA=-9.56. Cell line: SNB-19. Drug 2: C1=NC2=C(N=C(N=C2N1C3C(C(C(O3)CO)O)F)Cl)N. Drug 1: CCCS(=O)(=O)NC1=C(C(=C(C=C1)F)C(=O)C2=CNC3=C2C=C(C=N3)C4=CC=C(C=C4)Cl)F. (4) Drug 1: COC1=CC(=CC(=C1O)OC)C2C3C(COC3=O)C(C4=CC5=C(C=C24)OCO5)OC6C(C(C7C(O6)COC(O7)C8=CC=CS8)O)O. Drug 2: CC1CCC2CC(C(=CC=CC=CC(CC(C(=O)C(C(C(=CC(C(=O)CC(OC(=O)C3CCCCN3C(=O)C(=O)C1(O2)O)C(C)CC4CCC(C(C4)OC)OCCO)C)C)O)OC)C)C)C)OC. Synergy scores: CSS=34.5, Synergy_ZIP=-1.64, Synergy_Bliss=4.33, Synergy_Loewe=6.76, Synergy_HSA=7.19. Cell line: SNB-75.